This data is from Full USPTO retrosynthesis dataset with 1.9M reactions from patents (1976-2016). The task is: Predict the reactants needed to synthesize the given product. (1) Given the product [NH2:4][C@H:5]([C:25]([OH:27])=[O:26])[CH2:6][CH2:7][C:8]([NH:10][C@H:11]([C:15]([OH:17])=[O:16])[CH2:12][CH2:13][CH3:14])=[O:9], predict the reactants needed to synthesize it. The reactants are: C(O)C.[NH:4](C(OCC1C=CC=CC=1)=O)[C@H:5]([C:25]([O:27]CC1C=CC=CC=1)=[O:26])[CH2:6][CH2:7][C:8]([NH:10][C@H:11]([C:15]([O:17]CC1C=CC=CC=1)=[O:16])[CH2:12][CH2:13][CH3:14])=[O:9].[H][H]. (2) Given the product [CH2:32]([O:34][C:35](=[O:38])[CH2:36][NH:37][C:22](=[O:23])[C:21]1[CH:20]=[CH:19][C:18]([S:15](=[O:16])(=[O:17])[NH:14][C:9]2[CH:10]=[CH:11][CH:12]=[CH:13][C:8]=2[O:7][C:6]2[CH:27]=[CH:28][C:3]([C:2]([F:29])([F:30])[F:1])=[CH:4][CH:5]=2)=[CH:26][CH:25]=1)[CH3:33], predict the reactants needed to synthesize it. The reactants are: [F:1][C:2]([F:30])([F:29])[C:3]1[CH:28]=[CH:27][C:6]([O:7][C:8]2[CH:13]=[CH:12][CH:11]=[CH:10][C:9]=2[NH:14][S:15]([C:18]2[CH:26]=[CH:25][C:21]([C:22](O)=[O:23])=[CH:20][CH:19]=2)(=[O:17])=[O:16])=[CH:5][CH:4]=1.Cl.[CH2:32]([O:34][C:35](=[O:38])[CH2:36][NH2:37])[CH3:33].